From a dataset of Reaction yield outcomes from USPTO patents with 853,638 reactions. Predict the reaction yield, written as a fraction of the theoretical maximum amount of product (1.0 means a 100% yield; for example, 0.34 means a 34% yield). (1) The reactants are [CH3:1][S-:2].[Na+].[Br:4][C:5]1[C:14]2[C:9](=[CH:10][C:11]([CH2:15]Br)=[CH:12][CH:13]=2)[C:8](=[O:17])[N:7]([CH:18]([CH3:20])[CH3:19])[N:6]=1. The catalyst is C1COCC1. The product is [Br:4][C:5]1[C:14]2[C:9](=[CH:10][C:11]([CH2:15][S:2][CH3:1])=[CH:12][CH:13]=2)[C:8](=[O:17])[N:7]([CH:18]([CH3:20])[CH3:19])[N:6]=1. The yield is 0.790. (2) The reactants are [H-].[Na+].[CH:3]([O:5][CH3:6])=[O:4].[F:7][C:8]([F:22])([F:21])[C:9]1[N:14]=[CH:13][C:12]([CH2:15][CH2:16][C:17](OC)=[O:18])=[CH:11][N:10]=1. The catalyst is COCCOC. The product is [OH:18]/[CH:17]=[C:16](/[CH2:15][C:12]1[CH:11]=[N:10][C:9]([C:8]([F:22])([F:21])[F:7])=[N:14][CH:13]=1)\[C:3]([O:5][CH3:6])=[O:4]. The yield is 0.820. (3) The reactants are [C:1]([C:3]1[C:4]([CH3:14])=[N:5][S:6][C:7]=1[NH:8][C:9](=[O:13])[CH2:10][CH2:11][CH3:12])#[N:2].[OH:15]O. The catalyst is [NH4+].[OH-]. The product is [C:9]([NH:8][C:7]1[S:6][N:5]=[C:4]([CH3:14])[C:3]=1[C:1]([NH2:2])=[O:15])(=[O:13])[CH2:10][CH2:11][CH3:12]. The yield is 0.720. (4) The reactants are [CH3:1][O:2][C:3]1[CH:4]=[C:5]([CH:9]([C:12](=O)[C:13]2[CH:18]=[CH:17][N:16]=[CH:15][CH:14]=2)[C:10]#[N:11])[CH:6]=[CH:7][CH:8]=1.O=P(Cl)(Cl)[Cl:22]. No catalyst specified. The product is [Cl:22][C:12]([C:13]1[CH:18]=[CH:17][N:16]=[CH:15][CH:14]=1)=[C:9]([C:5]1[CH:6]=[CH:7][CH:8]=[C:3]([O:2][CH3:1])[CH:4]=1)[C:10]#[N:11]. The yield is 0.570. (5) The reactants are [CH3:1][O:2][C:3]([C:5]1[CH:10]=[CH:9][CH:8]=[CH:7][C:6]=1[S:11][CH2:12][CH2:13][C:14]1[CH:24]=[CH:23][C:17]([O:18][CH2:19][C:20]([OH:22])=O)=[CH:16][CH:15]=1)=[O:4].[Cl:25][C:26]1[CH:35]=[CH:34][CH:33]=[CH:32][C:27]=1[CH2:28][NH:29][CH2:30][CH3:31].F[B-](F)(F)F.N1(OC(N(C)C)=[N+](C)C)C2C=CC=CC=2N=N1.C(N(C(C)C)C(C)C)C. The catalyst is C(Cl)Cl. The product is [Cl:25][C:26]1[CH:35]=[CH:34][CH:33]=[CH:32][C:27]=1[CH2:28][N:29]([CH2:30][CH3:31])[C:20](=[O:22])[CH2:19][O:18][C:17]1[CH:16]=[CH:15][C:14]([CH2:13][CH2:12][S:11][C:6]2[CH:7]=[CH:8][CH:9]=[CH:10][C:5]=2[C:3]([O:2][CH3:1])=[O:4])=[CH:24][CH:23]=1. The yield is 0.309.